Task: Regression. Given two drug SMILES strings and cell line genomic features, predict the synergy score measuring deviation from expected non-interaction effect.. Dataset: NCI-60 drug combinations with 297,098 pairs across 59 cell lines (1) Cell line: HCT116. Drug 1: C1CN1C2=NC(=NC(=N2)N3CC3)N4CC4. Synergy scores: CSS=41.3, Synergy_ZIP=-1.34, Synergy_Bliss=1.33, Synergy_Loewe=-20.9, Synergy_HSA=0.261. Drug 2: CC12CCC3C(C1CCC2O)C(CC4=C3C=CC(=C4)O)CCCCCCCCCS(=O)CCCC(C(F)(F)F)(F)F. (2) Drug 1: C1CCC(CC1)NC(=O)N(CCCl)N=O. Drug 2: B(C(CC(C)C)NC(=O)C(CC1=CC=CC=C1)NC(=O)C2=NC=CN=C2)(O)O. Cell line: NCI-H226. Synergy scores: CSS=17.9, Synergy_ZIP=-0.146, Synergy_Bliss=11.0, Synergy_Loewe=10.9, Synergy_HSA=10.6. (3) Drug 1: C1=CN(C=N1)CC(O)(P(=O)(O)O)P(=O)(O)O. Drug 2: C(CN)CNCCSP(=O)(O)O. Cell line: COLO 205. Synergy scores: CSS=6.13, Synergy_ZIP=-1.65, Synergy_Bliss=-0.132, Synergy_Loewe=4.65, Synergy_HSA=-0.396.